This data is from Full USPTO retrosynthesis dataset with 1.9M reactions from patents (1976-2016). The task is: Predict the reactants needed to synthesize the given product. (1) Given the product [CH2:16]([O:15][P:14]([CH2:19][CH2:20][CH2:21][N:22]([OH:23])[CH:1]=[O:3])(=[O:18])[O:13][CH2:11][CH3:12])[CH3:17], predict the reactants needed to synthesize it. The reactants are: [CH:1]([OH:3])=O.C(OC(=O)C)(=O)C.[CH2:11]([O:13][P:14]([CH2:19][CH2:20][CH2:21][NH:22][OH:23])(=[O:18])[O:15][CH2:16][CH3:17])[CH3:12].[OH-].[Na+]. (2) Given the product [CH:19]1([CH2:18][NH:17][S:12]([C:3]2[C:4]([Cl:11])=[CH:5][CH:6]=[C:7]([N+:8]([O-:10])=[O:9])[C:2]=2[Cl:1])(=[O:14])=[O:13])[CH2:21][CH2:20]1, predict the reactants needed to synthesize it. The reactants are: [Cl:1][C:2]1[C:7]([N+:8]([O-:10])=[O:9])=[CH:6][CH:5]=[C:4]([Cl:11])[C:3]=1[S:12](Cl)(=[O:14])=[O:13].Cl.[NH2:17][CH2:18][CH:19]1[CH2:21][CH2:20]1.C(N(CC)CC)C. (3) Given the product [C:12]([C:9]1[CH:10]=[CH:11][C:6]([O:5][C:4]([F:16])([F:15])[F:3])=[CH:7][CH:8]=1)([CH3:17])=[CH2:13], predict the reactants needed to synthesize it. The reactants are: [H-].[Na+].[F:3][C:4]([F:16])([F:15])[O:5][C:6]1[CH:11]=[CH:10][C:9]([C:12](=O)[CH3:13])=[CH:8][CH:7]=1.[CH3:17]S(C)=O. (4) Given the product [CH3:1][C:2]1[S:23][C:5]2=[N:6][C:7]([CH3:22])=[C:8]([CH:17]([CH2:36][CH2:35][CH3:39])[C:18]([O:20][CH3:21])=[O:19])[C:9]([C:10]3[CH:11]=[CH:12][C:13]([CH3:16])=[CH:14][CH:15]=3)=[C:4]2[C:3]=1[CH3:24], predict the reactants needed to synthesize it. The reactants are: [CH3:1][C:2]1[S:23][C:5]2=[N:6][C:7]([CH3:22])=[C:8]([CH2:17][C:18]([O:20][CH3:21])=[O:19])[C:9]([C:10]3[CH:15]=[CH:14][C:13]([CH3:16])=[CH:12][CH:11]=3)=[C:4]2[C:3]=1[CH3:24].[Li+].C[Si]([N-][Si](C)(C)C)(C)C.[CH2:35]1[CH2:39]OC[CH2:36]1.ICCC.